This data is from Forward reaction prediction with 1.9M reactions from USPTO patents (1976-2016). The task is: Predict the product of the given reaction. (1) Given the reactants [CH:1]([C:3]1([CH2:11][C:12]([O:14][CH3:15])=[O:13])[CH2:10][CH2:9][CH2:8][CH2:7][CH2:6][CH2:5][CH2:4]1)=C.C12BC(CCC1)CCC2.O1CCCC1.[OH-].[Na+].OO.Cl, predict the reaction product. The product is: [CH2:11]1[C:3]2([CH2:4][CH2:5][CH2:6][CH2:7][CH2:8][CH2:9][CH2:10]2)[CH2:1][CH2:15][O:14][C:12]1=[O:13]. (2) Given the reactants [Cl:1][C:2]1[C:10]2[C:5](=[CH:6][CH:7]=[CH:8][CH:9]=2)[NH:4][N:3]=1.Br[C:12]1[CH:17]=[CH:16][C:15]([CH3:18])=[CH:14][CH:13]=1.[O-]P([O-])([O-])=O.[K+].[K+].[K+].CN[C@@H]1CCCC[C@H]1NC, predict the reaction product. The product is: [CH3:18][C:15]1[CH:16]=[CH:17][C:12]([N:4]2[C:5]3[C:10](=[CH:9][CH:8]=[CH:7][CH:6]=3)[C:2]([Cl:1])=[N:3]2)=[CH:13][CH:14]=1. (3) Given the reactants C[Sn](C)(C)[C:3]1[CH:4]=[N:5][C:6]([O:9][CH2:10][CH2:11][N:12]2[CH2:17][CH2:16][O:15][CH2:14][CH2:13]2)=[N:7][CH:8]=1.Br[C:21]1[O:25][C:24]([C:26]2[CH:31]=[CH:30][N:29]=[CH:28][CH:27]=2)=[C:23]([C:32]2[CH:33]=[C:34]3[C:38](=[CH:39][CH:40]=2)[C:37](=[O:41])[CH2:36][CH2:35]3)[CH:22]=1, predict the reaction product. The product is: [N:12]1([CH2:11][CH2:10][O:9][C:6]2[N:5]=[CH:4][C:3]([C:21]3[O:25][C:24]([C:26]4[CH:31]=[CH:30][N:29]=[CH:28][CH:27]=4)=[C:23]([C:32]4[CH:33]=[C:34]5[C:38](=[CH:39][CH:40]=4)[C:37](=[O:41])[CH2:36][CH2:35]5)[CH:22]=3)=[CH:8][N:7]=2)[CH2:17][CH2:16][O:15][CH2:14][CH2:13]1. (4) Given the reactants Br[C:2]1[C:14]2[C:13]3[C:8](=[CH:9][CH:10]=[C:11]([F:15])[CH:12]=3)[N:7](C(OC(C)(C)C)=O)[C:6]=2[C:5]([O:23][CH3:24])=[C:4]2[N:25](C(OC(C)(C)C)=O)[C:26]3[CH:27]=[CH:28][C:29]([F:32])=[CH:30][C:31]=3[C:3]=12.[CH3:40][NH2:41].C1C=CC(P(C2C(C3C(P(C4C=CC=CC=4)C4C=CC=CC=4)=CC=C4C=3C=CC=C4)=C3C(C=CC=C3)=CC=2)C2C=CC=CC=2)=CC=1.CC([O-])(C)C.[Na+], predict the reaction product. The product is: [F:32][C:29]1[CH:30]=[C:31]2[C:26](=[CH:27][CH:28]=1)[NH:25][C:4]1[C:5]([O:23][CH3:24])=[C:6]3[NH:7][C:8]4[CH:9]=[CH:10][C:11]([F:15])=[CH:12][C:13]=4[C:14]3=[C:2]([NH:41][CH3:40])[C:3]2=1. (5) Given the reactants FC(F)(F)C1C=C(NC(=O)NC2C=CC(C3SC(CCC(OC)=O)=NC=3)=CC=2)C=CC=1.[NH2:32][C:33]1[CH:38]=[CH:37][C:36]([C:39]2[S:43][C:42]([CH:44]3[CH2:49][CH2:48][CH:47]([C:50]([O:52][CH3:53])=[O:51])[CH2:46][CH2:45]3)=[N:41][CH:40]=2)=[CH:35][CH:34]=1.[Cl:54][C:55]1[CH:60]=[C:59]([C:61]([F:64])([F:63])[F:62])[CH:58]=[CH:57][C:56]=1[N:65]=[C:66]=[O:67], predict the reaction product. The product is: [Cl:54][C:55]1[CH:60]=[C:59]([C:61]([F:64])([F:63])[F:62])[CH:58]=[CH:57][C:56]=1[NH:65][C:66](=[O:67])[NH:32][C:33]1[CH:34]=[CH:35][C:36]([C:39]2[S:43][C:42]([CH:44]3[CH2:45][CH2:46][CH:47]([C:50]([O:52][CH3:53])=[O:51])[CH2:48][CH2:49]3)=[N:41][CH:40]=2)=[CH:37][CH:38]=1. (6) Given the reactants [C:1]([CH:3]1[CH2:6][C:5]2([CH2:11][CH2:10][N:9]([C:12]([O:14][C:15]([CH3:18])([CH3:17])[CH3:16])=[O:13])[CH2:8][CH2:7]2)[CH2:4]1)#N.[OH-:19].[Li+].[OH2:21], predict the reaction product. The product is: [C:15]([O:14][C:12]([N:9]1[CH2:10][CH2:11][C:5]2([CH2:6][CH:3]([C:1]([OH:21])=[O:19])[CH2:4]2)[CH2:7][CH2:8]1)=[O:13])([CH3:18])([CH3:17])[CH3:16]. (7) The product is: [F:12][C:11]1[CH:10]=[C:9]2[C:4]([CH2:5][CH2:6][C:7](=[O:14])[N:8]2[CH3:13])=[CH:3][C:2]=1[B:18]1[O:19][C:20]([CH3:22])([CH3:21])[C:16]([CH3:32])([CH3:15])[O:17]1. Given the reactants Br[C:2]1[CH:3]=[C:4]2[C:9](=[CH:10][C:11]=1[F:12])[N:8]([CH3:13])[C:7](=[O:14])[CH2:6][CH2:5]2.[CH3:15][C:16]1([CH3:32])[C:20]([CH3:22])([CH3:21])[O:19][B:18]([B:18]2[O:19][C:20]([CH3:22])([CH3:21])[C:16]([CH3:32])([CH3:15])[O:17]2)[O:17]1.C([O-])(=O)C.[K+], predict the reaction product.